From a dataset of Reaction yield outcomes from USPTO patents with 853,638 reactions. Predict the reaction yield, written as a fraction of the theoretical maximum amount of product (1.0 means a 100% yield; for example, 0.34 means a 34% yield). (1) The reactants are [F:1][C:2]1[CH:10]=[CH:9][CH:8]=[C:7]([F:11])[C:3]=1[C:4]([OH:6])=O.[CH3:12][C:13]1[N:14]=[C:15]([NH2:24])[S:16][C:17]=1[CH2:18][CH2:19][O:20][N+:21]([O-:23])=[O:22]. No catalyst specified. The product is [F:11][C:7]1[CH:8]=[CH:9][CH:10]=[C:2]([F:1])[C:3]=1[C:4]([NH:24][C:15]1[S:16][C:17]([CH2:18][CH2:19][O:20][N+:21]([O-:23])=[O:22])=[C:13]([CH3:12])[N:14]=1)=[O:6]. The yield is 0.720. (2) The reactants are O[C:2]1[C:10]([N:11]([CH2:13][CH2:14][OH:15])[CH3:12])=[C:9]2[C:5]([CH:6]=[N:7][N:8]2[CH2:16][C@@H:17]([NH:19][C:20](=[O:29])[O:21][CH2:22][C:23]2[CH:28]=[CH:27][CH:26]=[CH:25][CH:24]=2)[CH3:18])=[CH:4][CH:3]=1.C1(P(C2C=CC=CC=2)C2C=CC=CC=2)C=CC=CC=1.N(C(OCC)=O)=NC(OCC)=O.[Cl-].[NH4+]. The catalyst is O1CCCC1. The product is [CH3:12][N:11]1[C:10]2[C:2](=[CH:3][CH:4]=[C:5]3[C:9]=2[N:8]([CH2:16][C@@H:17]([NH:19][C:20](=[O:29])[O:21][CH2:22][C:23]2[CH:28]=[CH:27][CH:26]=[CH:25][CH:24]=2)[CH3:18])[N:7]=[CH:6]3)[O:15][CH2:14][CH2:13]1. The yield is 0.890.